Task: Predict which catalyst facilitates the given reaction.. Dataset: Catalyst prediction with 721,799 reactions and 888 catalyst types from USPTO (1) Reactant: [C:1]([O:5][C:6]([O:8][C:9]1[CH:10]=[CH:11][C:12]([C@@H:20]([O:41][Si:42]([C:45]([CH3:48])([CH3:47])[CH3:46])([CH3:44])[CH3:43])[CH2:21][N:22]([C@H:30]([CH3:40])[CH2:31][C:32]2[CH:37]=[CH:36][CH:35]=[C:34]([CH2:38][OH:39])[CH:33]=2)[C:23](=[O:29])[O:24][C:25]([CH3:28])([CH3:27])[CH3:26])=[C:13]2[C:18]=1[NH:17][C:16](=[O:19])[CH:15]=[CH:14]2)=[O:7])([CH3:4])([CH3:3])[CH3:2]. Product: [C:1]([O:5][C:6]([O:8][C:9]1[CH:10]=[CH:11][C:12]([C@@H:20]([O:41][Si:42]([C:45]([CH3:46])([CH3:48])[CH3:47])([CH3:44])[CH3:43])[CH2:21][N:22]([C@H:30]([CH3:40])[CH2:31][C:32]2[CH:37]=[CH:36][CH:35]=[C:34]([CH:38]=[O:39])[CH:33]=2)[C:23](=[O:29])[O:24][C:25]([CH3:27])([CH3:26])[CH3:28])=[C:13]2[C:18]=1[NH:17][C:16](=[O:19])[CH:15]=[CH:14]2)=[O:7])([CH3:2])([CH3:3])[CH3:4]. The catalyst class is: 742. (2) Product: [CH2:16]([O:15][C:13]1[CH:12]=[CH:11][C:10]([F:18])=[C:9]([C:7]2[CH:6]=[C:5]([CH3:19])[N:4]=[C:3]([I:1])[N:8]=2)[CH:14]=1)[CH3:17]. Reactant: [IH:1].Cl[C:3]1[N:8]=[C:7]([C:9]2[CH:14]=[C:13]([O:15][CH2:16][CH3:17])[CH:12]=[CH:11][C:10]=2[F:18])[CH:6]=[C:5]([CH3:19])[N:4]=1. The catalyst class is: 2. (3) The catalyst class is: 5. Product: [CH:1]1([C:4]2[CH:5]=[C:6]([C@@H:10]([NH:12][C:13]([C:15]3[CH:16]=[C:17]4[C:21](=[CH:22][CH:23]=3)[N:20]([CH2:24][C:25]3[CH:36]=[CH:35][C:28]([O:29][CH2:30][C:31]([OH:33])=[O:32])=[CH:27][CH:26]=3)[C:19]([CH3:37])=[C:18]4[CH3:38])=[O:14])[CH3:11])[CH:7]=[CH:8][CH:9]=2)[CH2:2][CH2:3]1. Reactant: [CH:1]1([C:4]2[CH:5]=[C:6]([C@@H:10]([NH:12][C:13]([C:15]3[CH:16]=[C:17]4[C:21](=[CH:22][CH:23]=3)[N:20]([CH2:24][C:25]3[CH:36]=[CH:35][C:28]([O:29][CH2:30][C:31]([O:33]C)=[O:32])=[CH:27][CH:26]=3)[C:19]([CH3:37])=[C:18]4[CH3:38])=[O:14])[CH3:11])[CH:7]=[CH:8][CH:9]=2)[CH2:3][CH2:2]1.[OH-].[Na+]. (4) Reactant: O[C:2]1[C:3]([Cl:12])=[C:4]([Cl:11])[C:5]2[N:6]([CH:8]=[CH:9][N:10]=2)[N:7]=1.CCOC1C=CC(N)=CC=1.O=P(Cl)(Cl)[Cl:25]. Product: [Cl:25][C:2]1[C:3]([Cl:12])=[C:4]([Cl:11])[C:5]2[N:6]([CH:8]=[CH:9][N:10]=2)[N:7]=1. The catalyst class is: 2. (5) Reactant: Br[C:2]1[CH:7]=[CH:6][C:5]([S:8]([CH:11]2[CH2:17][CH2:16][CH2:15][CH2:14][N:13]([O:18][C:19]([C:32]3[CH:37]=[CH:36][CH:35]=[CH:34][CH:33]=3)([C:26]3[CH:31]=[CH:30][CH:29]=[CH:28][CH:27]=3)[C:20]3[CH:25]=[CH:24][CH:23]=[CH:22][CH:21]=3)[C:12]2=[O:38])(=[O:10])=[O:9])=[CH:4][CH:3]=1.[CH3:39][O:40][C:41]1[CH:46]=[CH:45][C:44](B(O)O)=[CH:43][CH:42]=1.C([O-])([O-])=O.[Na+].[Na+]. Product: [CH3:39][O:40][C:41]1[CH:46]=[CH:45][C:44]([C:2]2[CH:3]=[CH:4][C:5]([S:8]([CH:11]3[CH2:17][CH2:16][CH2:15][CH2:14][N:13]([O:18][C:19]([C:20]4[CH:25]=[CH:24][CH:23]=[CH:22][CH:21]=4)([C:32]4[CH:33]=[CH:34][CH:35]=[CH:36][CH:37]=4)[C:26]4[CH:31]=[CH:30][CH:29]=[CH:28][CH:27]=4)[C:12]3=[O:38])(=[O:9])=[O:10])=[CH:6][CH:7]=2)=[CH:43][CH:42]=1. The catalyst class is: 109. (6) Reactant: CC(C)([O-])C.[K+].[C:7]([CH2:9]P(=O)(OCC)OCC)#[N:8].[F:18][CH2:19][C:20]1([C:25]#[N:26])[CH2:23][C:22](=O)[CH2:21]1. Product: [C:7]([CH:9]=[C:22]1[CH2:23][C:20]([CH2:19][F:18])([C:25]#[N:26])[CH2:21]1)#[N:8]. The catalyst class is: 7. (7) Reactant: C[Si]([N-][Si](C)(C)C)(C)C.[Li+].[CH3:11][O:12][C:13]([CH:15]1[CH2:20][CH2:19][O:18][CH2:17][CH2:16]1)=[O:14].[Br:21][C:22]1[CH:23]=[CH:24][C:25](F)=[N:26][CH:27]=1.[Cl-].[NH4+]. Product: [CH3:11][O:12][C:13]([C:15]1([C:25]2[CH:24]=[CH:23][C:22]([Br:21])=[CH:27][N:26]=2)[CH2:20][CH2:19][O:18][CH2:17][CH2:16]1)=[O:14]. The catalyst class is: 7.